Dataset: Forward reaction prediction with 1.9M reactions from USPTO patents (1976-2016). Task: Predict the product of the given reaction. (1) The product is: [Cl:1][C:2]1[N:10]=[C:9]2[C:5]([N:6]=[CH:7][N:8]2[CH3:11])=[C:4]([C:28]2[CH:29]=[C:30]([C:50]([F:53])([F:51])[F:52])[C:31]([O:34][CH2:35][CH2:36][CH:37]3[CH2:42][CH2:41][N:40]([C:43]([O:45][C:46]([CH3:47])([CH3:48])[CH3:49])=[O:44])[CH2:39][CH2:38]3)=[N:32][CH:33]=2)[N:3]=1. Given the reactants [Cl:1][C:2]1[N:10]=[C:9]2[C:5]([N:6]=[CH:7][N:8]2[CH3:11])=[C:4](Cl)[N:3]=1.C([O-])([O-])=O.[Na+].[Na+].O.CC1(C)C(C)(C)OB([C:28]2[CH:29]=[C:30]([C:50]([F:53])([F:52])[F:51])[C:31]([O:34][CH2:35][CH2:36][CH:37]3[CH2:42][CH2:41][N:40]([C:43]([O:45][C:46]([CH3:49])([CH3:48])[CH3:47])=[O:44])[CH2:39][CH2:38]3)=[N:32][CH:33]=2)O1, predict the reaction product. (2) The product is: [F:32][C:33]1[CH:40]=[CH:39][C:36]([CH2:37][NH:38][C:25]([C:10]2[C:9]3[C:13](=[CH:14][C:6]([C:4]([O:3][CH2:1][CH3:2])=[O:5])=[CH:7][CH:8]=3)[N:12]([CH2:15][C:16]3[CH:21]=[CH:20][CH:19]=[CH:18][N:17]=3)[C:11]=2[CH:22]([CH3:23])[CH3:24])=[O:27])=[CH:35][CH:34]=1. Given the reactants [CH2:1]([O:3][C:4]([C:6]1[CH:14]=[C:13]2[C:9]([C:10]([C:25]([OH:27])=O)=[C:11]([CH:22]([CH3:24])[CH3:23])[N:12]2[CH2:15][C:16]2[CH:21]=[CH:20][CH:19]=[CH:18][N:17]=2)=[CH:8][CH:7]=1)=[O:5])[CH3:2].C(Cl)CCl.[F:32][C:33]1[CH:40]=[CH:39][C:36]([CH2:37][NH2:38])=[CH:35][CH:34]=1, predict the reaction product. (3) The product is: [CH3:61][C:62]1([C:65]([N:58]2[CH2:59][CH2:60][CH:55]([O:54][C:47]3[C:48]4[C:53](=[CH:52][CH:51]=[CH:50][CH:49]=4)[C:44]([NH:43][C:41]([NH:40][C:30]4[N:31]([C:33]5[CH:38]=[CH:37][C:36]([CH3:39])=[CH:35][CH:34]=5)[N:32]=[C:28]([C:25]5([CH3:24])[CH2:27][CH2:26]5)[CH:29]=4)=[O:42])=[CH:45][N:46]=3)[CH2:56][CH2:57]2)=[O:66])[CH2:64][CH2:63]1. Given the reactants CCN=C=NCCCN(C)C.C1C=CC2N(O)N=NC=2C=1.Cl.Cl.[CH3:24][C:25]1([C:28]2[CH:29]=[C:30]([NH:40][C:41]([NH:43][C:44]3[C:53]4[C:48](=[CH:49][CH:50]=[CH:51][CH:52]=4)[C:47]([O:54][CH:55]4[CH2:60][CH2:59][NH:58][CH2:57][CH2:56]4)=[N:46][CH:45]=3)=[O:42])[N:31]([C:33]3[CH:38]=[CH:37][C:36]([CH3:39])=[CH:35][CH:34]=3)[N:32]=2)[CH2:27][CH2:26]1.[CH3:61][C:62]1([C:65](O)=[O:66])[CH2:64][CH2:63]1.CCN(C(C)C)C(C)C, predict the reaction product. (4) The product is: [F:46][C:45]([F:48])([F:47])[C:43]([OH:49])=[O:44].[NH2:1][C:2]([C:4]1[CH:5]=[N:6][C:7]2[C:12]([C:13]=1[NH:14][C:15]1[CH:16]=[C:17]([CH:21]=[CH:22][C:23]=1[O:24][CH3:25])[C:18]([OH:20])=[O:19])=[CH:11][CH:10]=[C:9]([C:32]1[C:28]([CH3:27])=[N:29][O:30][C:31]=1[CH3:36])[CH:8]=2)=[O:3]. Given the reactants [NH2:1][C:2]([C:4]1[CH:5]=[N:6][C:7]2[C:12]([C:13]=1[NH:14][C:15]1[CH:16]=[C:17]([CH:21]=[CH:22][C:23]=1[O:24][CH3:25])[C:18]([OH:20])=[O:19])=[CH:11][CH:10]=[C:9](Br)[CH:8]=2)=[O:3].[CH3:27][C:28]1[C:32](B(O)O)=[C:31]([CH3:36])[O:30][N:29]=1.C(=O)([O-])[O-].[K+].[K+].[C:43]([OH:49])([C:45]([F:48])([F:47])[F:46])=[O:44], predict the reaction product. (5) Given the reactants Br[C:2]1[CH:7]=[CH:6][C:5]([Br:8])=[CH:4][N:3]=1.[NH2:9][C:10]1[CH:15]=[CH:14][CH:13]=[CH:12][CH:11]=1, predict the reaction product. The product is: [C:10]1([NH:9][C:4]2[C:5]([Br:8])=[CH:6][CH:7]=[CH:2][N:3]=2)[CH:15]=[CH:14][CH:13]=[CH:12][CH:11]=1. (6) Given the reactants [Na].C(O[C:5](=[O:9])[CH2:6][O:7][CH3:8])C.[CH3:10][C:11]([CH3:13])=[O:12].COC(C)(C)C, predict the reaction product. The product is: [CH3:8][O:7][CH2:6][C:5](=[O:9])[CH2:10][C:11](=[O:12])[CH3:13].